This data is from NCI-60 drug combinations with 297,098 pairs across 59 cell lines. The task is: Regression. Given two drug SMILES strings and cell line genomic features, predict the synergy score measuring deviation from expected non-interaction effect. Drug 1: C1CNP(=O)(OC1)N(CCCl)CCCl. Drug 2: CC1CCCC2(C(O2)CC(NC(=O)CC(C(C(=O)C(C1O)C)(C)C)O)C(=CC3=CSC(=N3)C)C)C. Cell line: EKVX. Synergy scores: CSS=17.3, Synergy_ZIP=-3.32, Synergy_Bliss=-1.66, Synergy_Loewe=-31.8, Synergy_HSA=-8.11.